Predict the reaction yield, written as a fraction of the theoretical maximum amount of product (1.0 means a 100% yield; for example, 0.34 means a 34% yield). From a dataset of Reaction yield outcomes from USPTO patents with 853,638 reactions. (1) The reactants are [OH:1][C@@H:2]([C@@H:20]1[CH2:24][CH2:23][CH2:22][N:21]1[C:25]([O:27][C:28]([CH3:31])([CH3:30])[CH3:29])=[O:26])[C@@H:3]([CH3:19])[C:4]([N:6]1[C@H:10]([CH3:11])[C@H:9]([C:12]2[CH:17]=[CH:16][CH:15]=[CH:14][CH:13]=2)[O:8][C:7]1=[O:18])=[O:5].[CH3:32]N(C)C1C2C(=CC=CC=2N(C)C)C=CC=1.F[B-](F)(F)F.C[O+](C)C. The catalyst is ClCCl. The yield is 0.970. The product is [CH3:32][O:1][C@@H:2]([C@@H:20]1[CH2:24][CH2:23][CH2:22][N:21]1[C:25]([O:27][C:28]([CH3:29])([CH3:31])[CH3:30])=[O:26])[C@@H:3]([CH3:19])[C:4]([N:6]1[C@H:10]([CH3:11])[C@H:9]([C:12]2[CH:17]=[CH:16][CH:15]=[CH:14][CH:13]=2)[O:8][C:7]1=[O:18])=[O:5]. (2) The reactants are Cl.Cl[CH2:3][CH2:4][C@H:5]1[CH2:9][CH2:8][CH2:7][N:6]1[CH3:10].[Cl:11][C:12]1[CH:17]=[CH:16][C:15]([C:18]([C:21]2[CH:26]=[CH:25][CH:24]=[CH:23][CH:22]=2)([OH:20])[CH3:19])=[CH:14][CH:13]=1.[NH2-].[Na+]. The catalyst is C1(C)C=CC=CC=1. The product is [Cl:11][C:12]1[CH:13]=[CH:14][C:15]([C:18]([C:21]2[CH:22]=[CH:23][CH:24]=[CH:25][CH:26]=2)([O:20][CH2:3][CH2:4][C@H:5]2[CH2:9][CH2:8][CH2:7][N:6]2[CH3:10])[CH3:19])=[CH:16][CH:17]=1. The yield is 0.360. (3) The yield is 0.430. The reactants are [N:1]([CH2:4][C@H:5]([CH:29]1[CH2:31][CH2:30]1)[C@H:6]([C@H:15]1[CH2:19][O:18]C(C)(C)[N:16]1[C:22]([O:24][C:25]([CH3:28])([CH3:27])[CH3:26])=[O:23])[O:7][Si:8]([C:11]([CH3:14])([CH3:13])[CH3:12])([CH3:10])[CH3:9])=[N+:2]=[N-:3].C(O)(C(F)(F)F)=O.CCN(C(C)C)C(C)C.C(OC(OC(C)(C)C)=O)(OC(C)(C)C)=O. The catalyst is CO. The product is [N:1]([CH2:4][C@H:5]([CH:29]1[CH2:30][CH2:31]1)[C@@H:6]([OH:7])[C@H:15]([NH:16][C:22](=[O:23])[O:24][C:25]([CH3:28])([CH3:27])[CH3:26])[CH2:19][OH:18])=[N+:2]=[N-:3].[N:1]([CH2:4][C@H:5]([CH:29]1[CH2:30][CH2:31]1)[C@@H:6]([O:7][Si:8]([C:11]([CH3:14])([CH3:13])[CH3:12])([CH3:10])[CH3:9])[C@H:15]([NH:16][C:22](=[O:23])[O:24][C:25]([CH3:28])([CH3:26])[CH3:27])[CH2:19][OH:18])=[N+:2]=[N-:3].